This data is from Peptide-MHC class I binding affinity with 185,985 pairs from IEDB/IMGT. The task is: Regression. Given a peptide amino acid sequence and an MHC pseudo amino acid sequence, predict their binding affinity value. This is MHC class I binding data. (1) The peptide sequence is QYFLTRVEA. The MHC is Patr-A0701 with pseudo-sequence Patr-A0701. The binding affinity (normalized) is 0.459. (2) The peptide sequence is YWDQVTFFY. The MHC is HLA-B27:03 with pseudo-sequence HLA-B27:03. The binding affinity (normalized) is 0.0847.